This data is from Forward reaction prediction with 1.9M reactions from USPTO patents (1976-2016). The task is: Predict the product of the given reaction. Given the reactants [C:1]([OH:7])([C:3]([F:6])([F:5])[F:4])=[O:2].C(Cl)Cl.C(OC([N:18]1[CH2:23][CH2:22][CH:21]([NH:24][C:25]([C@H:27]2[C@H:31]([C:32]3[CH:37]=[CH:36][CH:35]=[C:34]([Cl:38])[C:33]=3[F:39])[C@:30]([C:42]3[CH:47]=[CH:46][C:45]([Cl:48])=[CH:44][C:43]=3[F:49])([C:40]#[N:41])[C@H:29]([CH2:50][C:51]([CH3:54])([CH3:53])[CH3:52])[NH:28]2)=[O:26])[CH2:20][CH2:19]1)=O)(C)(C)C, predict the reaction product. The product is: [F:4][C:3]([F:6])([F:5])[C:1]([OH:7])=[O:2].[NH:18]1[CH2:19][CH2:20][CH:21]([NH:24][C:25]([CH:27]2[CH:31]([C:32]3[CH:37]=[CH:36][CH:35]=[C:34]([Cl:38])[C:33]=3[F:39])[C:30]([C:42]3[CH:47]=[CH:46][C:45]([Cl:48])=[CH:44][C:43]=3[F:49])([C:40]#[N:41])[CH:29]([CH2:50][C:51]([CH3:54])([CH3:53])[CH3:52])[NH:28]2)=[O:26])[CH2:22][CH2:23]1.